From a dataset of NCI-60 drug combinations with 297,098 pairs across 59 cell lines. Regression. Given two drug SMILES strings and cell line genomic features, predict the synergy score measuring deviation from expected non-interaction effect. (1) Drug 1: C1CCC(CC1)NC(=O)N(CCCl)N=O. Drug 2: CCN(CC)CCNC(=O)C1=C(NC(=C1C)C=C2C3=C(C=CC(=C3)F)NC2=O)C. Cell line: SK-OV-3. Synergy scores: CSS=9.20, Synergy_ZIP=-3.36, Synergy_Bliss=-0.753, Synergy_Loewe=0.0955, Synergy_HSA=0.131. (2) Drug 1: C1=CC(=C2C(=C1NCCNCCO)C(=O)C3=C(C=CC(=C3C2=O)O)O)NCCNCCO. Drug 2: C(=O)(N)NO. Cell line: MALME-3M. Synergy scores: CSS=28.0, Synergy_ZIP=2.81, Synergy_Bliss=2.50, Synergy_Loewe=-15.6, Synergy_HSA=2.33. (3) Cell line: RXF 393. Drug 2: CC=C1C(=O)NC(C(=O)OC2CC(=O)NC(C(=O)NC(CSSCCC=C2)C(=O)N1)C(C)C)C(C)C. Drug 1: C1=CC(=C2C(=C1NCCNCCO)C(=O)C3=C(C=CC(=C3C2=O)O)O)NCCNCCO. Synergy scores: CSS=70.8, Synergy_ZIP=6.40, Synergy_Bliss=6.42, Synergy_Loewe=2.31, Synergy_HSA=9.57. (4) Drug 1: CC12CCC3C(C1CCC2O)C(CC4=C3C=CC(=C4)O)CCCCCCCCCS(=O)CCCC(C(F)(F)F)(F)F. Drug 2: CN(C(=O)NC(C=O)C(C(C(CO)O)O)O)N=O. Cell line: CCRF-CEM. Synergy scores: CSS=-3.20, Synergy_ZIP=3.24, Synergy_Bliss=0.489, Synergy_Loewe=-3.81, Synergy_HSA=-4.71. (5) Drug 1: CC1=C(C=C(C=C1)NC(=O)C2=CC=C(C=C2)CN3CCN(CC3)C)NC4=NC=CC(=N4)C5=CN=CC=C5. Drug 2: COCCOC1=C(C=C2C(=C1)C(=NC=N2)NC3=CC=CC(=C3)C#C)OCCOC.Cl. Cell line: NCI-H322M. Synergy scores: CSS=23.1, Synergy_ZIP=-3.12, Synergy_Bliss=3.16, Synergy_Loewe=-3.33, Synergy_HSA=4.93. (6) Drug 1: CC1C(C(CC(O1)OC2CC(CC3=C2C(=C4C(=C3O)C(=O)C5=C(C4=O)C(=CC=C5)OC)O)(C(=O)CO)O)N)O.Cl. Drug 2: C1=CC(=CC=C1CCC2=CNC3=C2C(=O)NC(=N3)N)C(=O)NC(CCC(=O)O)C(=O)O. Cell line: HOP-92. Synergy scores: CSS=21.0, Synergy_ZIP=-1.52, Synergy_Bliss=0.987, Synergy_Loewe=1.25, Synergy_HSA=2.31. (7) Drug 1: CNC(=O)C1=CC=CC=C1SC2=CC3=C(C=C2)C(=NN3)C=CC4=CC=CC=N4. Cell line: CAKI-1. Synergy scores: CSS=46.7, Synergy_ZIP=-1.04, Synergy_Bliss=-2.52, Synergy_Loewe=-29.9, Synergy_HSA=-0.583. Drug 2: CCC1(CC2CC(C3=C(CCN(C2)C1)C4=CC=CC=C4N3)(C5=C(C=C6C(=C5)C78CCN9C7C(C=CC9)(C(C(C8N6C)(C(=O)OC)O)OC(=O)C)CC)OC)C(=O)OC)O.OS(=O)(=O)O. (8) Drug 1: CC12CCC(CC1=CCC3C2CCC4(C3CC=C4C5=CN=CC=C5)C)O. Drug 2: CN1C(=O)N2C=NC(=C2N=N1)C(=O)N. Cell line: BT-549. Synergy scores: CSS=-4.37, Synergy_ZIP=1.45, Synergy_Bliss=-0.369, Synergy_Loewe=-4.84, Synergy_HSA=-3.56. (9) Drug 1: C1CC(=O)NC(=O)C1N2CC3=C(C2=O)C=CC=C3N. Drug 2: C(=O)(N)NO. Cell line: HOP-92. Synergy scores: CSS=5.17, Synergy_ZIP=-3.06, Synergy_Bliss=-1.48, Synergy_Loewe=-0.662, Synergy_HSA=-0.445.